From a dataset of Merck oncology drug combination screen with 23,052 pairs across 39 cell lines. Regression. Given two drug SMILES strings and cell line genomic features, predict the synergy score measuring deviation from expected non-interaction effect. (1) Drug 1: COC1CC2CCC(C)C(O)(O2)C(=O)C(=O)N2CCCCC2C(=O)OC(C(C)CC2CCC(OP(C)(C)=O)C(OC)C2)CC(=O)C(C)C=C(C)C(O)C(OC)C(=O)C(C)CC(C)C=CC=CC=C1C. Drug 2: CCc1cnn2c(NCc3ccc[n+]([O-])c3)cc(N3CCCCC3CCO)nc12. Cell line: A2058. Synergy scores: synergy=15.0. (2) Drug 1: CC1CC2C3CCC4=CC(=O)C=CC4(C)C3(F)C(O)CC2(C)C1(O)C(=O)CO. Drug 2: CS(=O)(=O)CCNCc1ccc(-c2ccc3ncnc(Nc4ccc(OCc5cccc(F)c5)c(Cl)c4)c3c2)o1. Cell line: A375. Synergy scores: synergy=-5.11.